The task is: Predict the reaction yield, written as a fraction of the theoretical maximum amount of product (1.0 means a 100% yield; for example, 0.34 means a 34% yield).. This data is from Reaction yield outcomes from USPTO patents with 853,638 reactions. (1) The reactants are [Cl:1][C:2]1[C:3]([CH3:18])=[C:4]([NH:10][C@H:11]([C@H:15]([OH:17])[CH3:16])[C:12]([OH:14])=O)[CH:5]=[CH:6][C:7]=1[C:8]#[N:9].[C:19]([C:21]1[CH:30]=[CH:29][C:24]([C:25]([NH:27][NH2:28])=[O:26])=[CH:23][CH:22]=1)#[N:20]. No catalyst specified. The product is [Cl:1][C:2]1[C:3]([CH3:18])=[C:4]([NH:10][C@H:11]([C@H:15]([OH:17])[CH3:16])[C:12]([NH:28][NH:27][C:25](=[O:26])[C:24]2[CH:23]=[CH:22][C:21]([C:19]#[N:20])=[CH:30][CH:29]=2)=[O:14])[CH:5]=[CH:6][C:7]=1[C:8]#[N:9]. The yield is 0.500. (2) The reactants are [CH3:1][O:2][C:3]1[CH:8]=[CH:7][C:6]([N+:9]([O-:11])=[O:10])=[CH:5][C:4]=1[N:12]([CH3:17])[C:13](=O)[CH2:14][CH3:15].B.CSC. The catalyst is C1COCC1. The product is [CH3:1][O:2][C:3]1[CH:8]=[CH:7][C:6]([N+:9]([O-:11])=[O:10])=[CH:5][C:4]=1[N:12]([CH3:17])[CH2:13][CH2:14][CH3:15]. The yield is 0.960. (3) The reactants are [B:10]1([B:10]2[O:14][C:13]([CH3:16])([CH3:15])[C:12]([CH3:18])([CH3:17])[O:11]2)[O:14][C:13]([CH3:16])([CH3:15])[C:12]([CH3:18])([CH3:17])[O:11]1.CC([O-])=O.[K+].FC(F)(F)S(O[C:30]1[CH:35]=[C:34]([O:36][CH:37]2[CH2:42][CH2:41][CH2:40][CH2:39][O:38]2)[CH:33]=[C:32]([Cl:43])[C:31]=1[CH:44]=[O:45])(=O)=O. The catalyst is O1CCOCC1.C1C=CC(P(C2C=CC=CC=2)[C-]2C=CC=C2)=CC=1.C1C=CC(P(C2C=CC=CC=2)[C-]2C=CC=C2)=CC=1.Cl[Pd]Cl.[Fe+2]. The product is [Cl:43][C:32]1[CH:33]=[C:34]([O:36][CH:37]2[CH2:42][CH2:41][CH2:40][CH2:39][O:38]2)[CH:35]=[C:30]([B:10]2[O:11][C:12]([CH3:17])([CH3:18])[C:13]([CH3:15])([CH3:16])[O:14]2)[C:31]=1[CH:44]=[O:45]. The yield is 0.757. (4) The reactants are [Br:1][C:2]1[CH:10]=[C:9]2[C:5]([CH:6]=[CH:7][NH:8]2)=[CH:4][CH:3]=1.[H-].[Na+].[CH2:13](Br)[C:14]1[CH:19]=[CH:18][CH:17]=[CH:16][CH:15]=1.Cl. The catalyst is CN(C=O)C.O. The product is [CH2:13]([N:8]1[C:9]2[C:5](=[CH:4][CH:3]=[C:2]([Br:1])[CH:10]=2)[CH:6]=[CH:7]1)[C:14]1[CH:19]=[CH:18][CH:17]=[CH:16][CH:15]=1. The yield is 0.800.